Task: Predict the product of the given reaction.. Dataset: Forward reaction prediction with 1.9M reactions from USPTO patents (1976-2016) Given the reactants [Br:1][C:2]1[C:7]([CH:8]=[O:9])=[C:6]([OH:10])[C:5]([O:11][CH3:12])=[CH:4][CH:3]=1.[BH4-].[Na+].Cl, predict the reaction product. The product is: [Br:1][C:2]1[C:7]([CH2:8][OH:9])=[C:6]([OH:10])[C:5]([O:11][CH3:12])=[CH:4][CH:3]=1.